This data is from Full USPTO retrosynthesis dataset with 1.9M reactions from patents (1976-2016). The task is: Predict the reactants needed to synthesize the given product. (1) Given the product [C:22]([O:26][C:27](=[O:33])[NH:28][CH2:29][CH2:30][CH2:31][NH:1][CH:2]([C:5]1[N:10]([CH2:11][C:12]2[CH:13]=[CH:14][CH:15]=[CH:16][CH:17]=2)[C:9](=[O:18])[C:8]2=[CH:19][CH:20]=[CH:21][N:7]2[N:6]=1)[CH2:3][CH3:4])([CH3:25])([CH3:24])[CH3:23], predict the reactants needed to synthesize it. The reactants are: [NH2:1][CH:2]([C:5]1[N:10]([CH2:11][C:12]2[CH:17]=[CH:16][CH:15]=[CH:14][CH:13]=2)[C:9](=[O:18])[C:8]2=[CH:19][CH:20]=[CH:21][N:7]2[N:6]=1)[CH2:3][CH3:4].[C:22]([O:26][C:27](=[O:33])[NH:28][CH2:29][CH2:30][CH:31]=O)([CH3:25])([CH3:24])[CH3:23].[BH-](OC(C)=O)(OC(C)=O)OC(C)=O.[Na+]. (2) Given the product [C:1]([C:3]1[CH:4]=[C:5]([CH:9]=[CH:10][CH:11]=1)[C:6]([NH:43][C:44]1[CH:52]=[C:51]2[C:47]([CH:48]=[N:49][N:50]2[CH:53]2[CH2:54][CH2:55][N:56]([C:59]([O:61][C:62]([CH3:65])([CH3:64])[CH3:63])=[O:60])[CH2:57][CH2:58]2)=[CH:46][CH:45]=1)=[O:8])#[N:2], predict the reactants needed to synthesize it. The reactants are: [C:1]([C:3]1[CH:4]=[C:5]([CH:9]=[CH:10][CH:11]=1)[C:6]([OH:8])=O)#[N:2].F[B-](F)(F)F.N1(OC(N(C)C)=[N+](C)C)C2C=CC=CC=2N=N1.C(N(C(C)C)CC)(C)C.[NH2:43][C:44]1[CH:52]=[C:51]2[C:47]([CH:48]=[N:49][N:50]2[CH:53]2[CH2:58][CH2:57][N:56]([C:59]([O:61][C:62]([CH3:65])([CH3:64])[CH3:63])=[O:60])[CH2:55][CH2:54]2)=[CH:46][CH:45]=1.C(=O)(O)[O-].[Na+]. (3) Given the product [C:23]1([S:29]([N:32]2[C:36]3=[N:37][CH:38]=[CH:39][CH:40]=[C:35]3[CH:34]=[C:33]2[C:41](=[O:46])[CH2:42][CH:43]([CH3:44])[CH3:45])(=[O:30])=[O:31])[CH:24]=[CH:25][CH:26]=[CH:27][CH:28]=1, predict the reactants needed to synthesize it. The reactants are: CC(OI1(OC(C)=O)(OC(C)=O)OC(=O)C2C=CC=CC1=2)=O.[C:23]1([S:29]([N:32]2[C:36]3=[N:37][CH:38]=[CH:39][CH:40]=[C:35]3[CH:34]=[C:33]2[CH:41]([OH:46])[CH2:42][CH:43]([CH3:45])[CH3:44])(=[O:31])=[O:30])[CH:28]=[CH:27][CH:26]=[CH:25][CH:24]=1. (4) Given the product [F:15][C:12]([F:13])([F:14])[C:9]1[CH:10]=[CH:11][C:6]([C:25]2[N:30]=[CH:29][N:28]=[C:27]([C:31]([O:33][CH2:34][CH3:35])=[O:32])[CH:26]=2)=[N:7][CH:8]=1, predict the reactants needed to synthesize it. The reactants are: C([Sn](CCCC)(CCCC)[C:6]1[CH:11]=[CH:10][C:9]([C:12]([F:15])([F:14])[F:13])=[CH:8][N:7]=1)CCC.Cl[C:25]1[N:30]=[CH:29][N:28]=[C:27]([C:31]([O:33][CH2:34][CH3:35])=[O:32])[CH:26]=1.CCOC(C)=O. (5) Given the product [OH:16][C:14]1[CH:15]=[C:6]([C:4]2[N:3]=[CH:2][S:1][CH:5]=2)[CH:7]=[C:8]2[C:13]=1[N:12]=[CH:11][NH:10][C:9]2=[O:33], predict the reactants needed to synthesize it. The reactants are: [S:1]1[CH:5]=[C:4]([C:6]2[CH:7]=[C:8]3[C:13](=[C:14]([O:16]COCC[Si](C)(C)C)[CH:15]=2)[N:12]=[CH:11][N:10](COCC[Si](C)(C)C)[C:9]3=[O:33])[N:3]=[CH:2]1. (6) Given the product [C:33]([O:32][C:30](=[O:31])[NH:29][CH:26]1[CH2:27][CH2:28][N:23]([CH2:22][CH2:21][N:7]2[C:6]3[CH:13]=[C:2]([Cl:1])[CH:3]=[CH:4][C:5]=3[N+:10]([O-:11])=[N:9][C:8]2=[O:12])[CH2:24][CH2:25]1)([CH3:36])([CH3:35])[CH3:34], predict the reactants needed to synthesize it. The reactants are: [Cl:1][C:2]1[CH:3]=[CH:4][C:5]2[N+:10]([O-:11])=[N:9][C:8](=[O:12])[NH:7][C:6]=2[CH:13]=1.[H-].[Na+].CS(O[CH2:21][CH2:22][N:23]1[CH2:28][CH2:27][CH:26]([NH:29][C:30]([O:32][C:33]([CH3:36])([CH3:35])[CH3:34])=[O:31])[CH2:25][CH2:24]1)(=O)=O.C(OC(=O)NC1CCN(CCN2C3C(=CC=C(OC)C=3)C=CC2=O)CC1)(C)(C)C. (7) The reactants are: [F:1][C:2]1[CH:25]=[C:24]([N+:26]([O-:28])=[O:27])[CH:23]=[CH:22][C:3]=1[O:4][C:5]1[C:14]2[C:9](=[CH:10][C:11]([O:15][C:16]([CH3:21])([CH3:20])[C:17]([OH:19])=[O:18])=[CH:12][CH:13]=2)[N:8]=[CH:7][CH:6]=1.[CH3:29]CN=C=NCCCN(C)C.C1C=NC2N(O)N=NC=2C=1.CO. Given the product [F:1][C:2]1[CH:25]=[C:24]([N+:26]([O-:28])=[O:27])[CH:23]=[CH:22][C:3]=1[O:4][C:5]1[C:14]2[C:9](=[CH:10][C:11]([O:15][C:16]([CH3:21])([CH3:20])[C:17]([O:19][CH3:29])=[O:18])=[CH:12][CH:13]=2)[N:8]=[CH:7][CH:6]=1, predict the reactants needed to synthesize it. (8) Given the product [CH2:32]([O:39][C:40]([C@@H:42]1[CH2:46][CH2:45][CH2:44][N:43]1[C:47](=[O:63])[C@H:48]([NH:55][C:56]([O:58][CH3:59])=[O:57])[C:49]1[CH:50]=[CH:51][CH:52]=[CH:53][CH:54]=1)=[O:41])[C:33]1[CH:38]=[CH:37][CH:36]=[CH:35][CH:34]=1, predict the reactants needed to synthesize it. The reactants are: COC(N[C@H](C1C=CC=CC=1)C(O)=O)=O.Cl.C(OC(=O)[C@@H]1CCCN1)C1C=CC=CC=1.[CH2:32]([O:39][C:40]([C@@H:42]1[CH2:46][CH2:45][CH2:44][N:43]1[C:47](=[O:63])[C@H:48]([NH:55][C:56]([O:58][C:59](C)(C)C)=[O:57])[C:49]1[CH:54]=[CH:53][CH:52]=[CH:51][CH:50]=1)=[O:41])[C:33]1[CH:38]=[CH:37][CH:36]=[CH:35][CH:34]=1.